Task: Binary Classification. Given a T-cell receptor sequence (or CDR3 region) and an epitope sequence, predict whether binding occurs between them.. Dataset: TCR-epitope binding with 47,182 pairs between 192 epitopes and 23,139 TCRs Result: 0 (the TCR does not bind to the epitope). The TCR CDR3 sequence is CASGGEFYGYTF. The epitope is RPPIFIRRL.